This data is from Forward reaction prediction with 1.9M reactions from USPTO patents (1976-2016). The task is: Predict the product of the given reaction. (1) Given the reactants C[O:2][C:3]([C:5]1[N:6]=[C:7]2[C:12]([C:13]([F:16])([F:15])[F:14])=[CH:11][C:10]([C:17]3[CH:21]=[CH:20][O:19][CH:18]=3)=[C:9]([CH2:22][NH:23][C:24](=[O:26])[CH3:25])[N:8]2[CH:27]=1)=[O:4].[OH-].[Na+], predict the reaction product. The product is: [C:24]([NH:23][CH2:22][C:9]1[N:8]2[CH:27]=[C:5]([C:3]([OH:4])=[O:2])[N:6]=[C:7]2[C:12]([C:13]([F:16])([F:14])[F:15])=[CH:11][C:10]=1[C:17]1[CH:21]=[CH:20][O:19][CH:18]=1)(=[O:26])[CH3:25]. (2) The product is: [N+:15]([C:14]1[C:9]([NH2:8])=[N:10][C:11]([O:18][C:19]2[CH:24]=[CH:23][CH:22]=[CH:21][CH:20]=2)=[CH:12][CH:13]=1)([O-:17])=[O:16]. Given the reactants COC1C=CC(C[NH:8][C:9]2[C:14]([N+:15]([O-:17])=[O:16])=[CH:13][CH:12]=[C:11]([O:18][C:19]3[CH:24]=[CH:23][CH:22]=[CH:21][CH:20]=3)[N:10]=2)=CC=1.FC(F)(F)C(O)=O, predict the reaction product. (3) The product is: [Cl:12][C:5]1[C:6]2[C:11](=[CH:10][CH:9]=[CH:8][CH:7]=2)[C:2]([C:19]2[CH:20]=[C:21]3[C:26](=[CH:27][CH:28]=2)[N:25]=[CH:24][N:23]=[CH:22]3)=[CH:3][N:4]=1. Given the reactants Br[C:2]1[C:11]2[C:6](=[CH:7][CH:8]=[CH:9][CH:10]=2)[C:5]([Cl:12])=[N:4][CH:3]=1.[Li]CCCC.I[C:19]1[CH:20]=[C:21]2[C:26](=[CH:27][CH:28]=1)[N:25]=[CH:24][N:23]=[CH:22]2, predict the reaction product. (4) Given the reactants [Br-].C([N+]1C=CC=C(O)C=1C1C=CC=CC=1)C1C=CC=CC=1.C(OC(C)(C)C)(=O)C=C.C([O-])(O)=O.[Na+].[CH2:36]([N:43]1[C@@H:48]2[C@H:49]([C:51]([O:53][C:54]([CH3:57])([CH3:56])[CH3:55])=[O:52])[CH2:50][C@@:44]1([C:59]1[CH:64]=[CH:63][CH:62]=[CH:61][CH:60]=1)[C:45](=[O:58])[CH:46]=[CH:47]2)[C:37]1[CH:42]=[CH:41][CH:40]=[CH:39][CH:38]=1.C(N1[C@@H]2[C@@H](C(OC(C)(C)C)=O)C[C@@]1(C1C=CC=CC=1)C(=O)C=C2)C1C=CC=CC=1, predict the reaction product. The product is: [CH2:36]([N:43]1[C@@H:48]2[CH:49]([C:51]([O:53][C:54]([CH3:57])([CH3:56])[CH3:55])=[O:52])[CH2:50][C@@:44]1([C:59]1[CH:60]=[CH:61][CH:62]=[CH:63][CH:64]=1)[C:45](=[O:58])[CH:46]=[CH:47]2)[C:37]1[CH:38]=[CH:39][CH:40]=[CH:41][CH:42]=1.